From a dataset of Forward reaction prediction with 1.9M reactions from USPTO patents (1976-2016). Predict the product of the given reaction. Given the reactants [Cl:1][C:2]1[N:7]=[CH:6][C:5]([CH2:8][N:9]2[CH2:15][CH:14]=[CH:13][CH2:12][CH:11]3[O:16][C:17](=[O:19])[CH:18]=[C:10]23)=[CH:4][CH:3]=1.C1(P(C2C=CC=CC=2)C2C=CC=CC=2)C=CC=CC=1, predict the reaction product. The product is: [Cl:1][C:2]1[N:7]=[CH:6][C:5]([CH2:8][N:9]2[CH2:15][CH2:14][CH2:13][CH2:12][CH:11]3[O:16][C:17](=[O:19])[CH:18]=[C:10]23)=[CH:4][CH:3]=1.